From a dataset of Reaction yield outcomes from USPTO patents with 853,638 reactions. Predict the reaction yield, written as a fraction of the theoretical maximum amount of product (1.0 means a 100% yield; for example, 0.34 means a 34% yield). The reactants are Cl[C:2]1[CH:12]=[CH:11][C:5]([C:6]([O:8][CH2:9][CH3:10])=[O:7])=[CH:4][C:3]=1[N+:13]([O-:15])=[O:14].C([O-])([O-])=O.[K+].[K+].[CH:22]1([NH2:29])[CH2:28][CH2:27][CH2:26][CH2:25][CH2:24][CH2:23]1. No catalyst specified. The product is [CH:22]1([NH:29][C:2]2[CH:12]=[CH:11][C:5]([C:6]([O:8][CH2:9][CH3:10])=[O:7])=[CH:4][C:3]=2[N+:13]([O-:15])=[O:14])[CH2:28][CH2:27][CH2:26][CH2:25][CH2:24][CH2:23]1. The yield is 0.820.